Dataset: Reaction yield outcomes from USPTO patents with 853,638 reactions. Task: Predict the reaction yield, written as a fraction of the theoretical maximum amount of product (1.0 means a 100% yield; for example, 0.34 means a 34% yield). (1) The reactants are [CH3:1][O:2][C:3]1[CH:8]=[N:7][N:6](COC)[C:5](=[O:12])[C:4]=1[C:13]1[CH:18]=[CH:17][C:16]([O:19][CH2:20][CH2:21][CH2:22][N:23]2[CH2:27][CH2:26][CH2:25][C@H:24]2[CH3:28])=[CH:15][CH:14]=1.Cl.[OH-].[Na+]. The catalyst is CO. The product is [CH3:1][O:2][C:3]1[CH:8]=[N:7][NH:6][C:5](=[O:12])[C:4]=1[C:13]1[CH:14]=[CH:15][C:16]([O:19][CH2:20][CH2:21][CH2:22][N:23]2[CH2:27][CH2:26][CH2:25][C@H:24]2[CH3:28])=[CH:17][CH:18]=1. The yield is 0.370. (2) The catalyst is CO. The yield is 0.870. The reactants are [OH:1][C@@H:2]([C:5]1[N:10]=[C:9]([C:11]2[CH:16]=[CH:15][C:14]([O:17][C:18]3[CH:23]=[CH:22][C:21]([F:24])=[CH:20][CH:19]=3)=[CH:13][CH:12]=2)[N:8]=[C:7]([C:25]([NH:27][C@@H:28]([CH3:33])[C:29]([O:31]C)=O)=[O:26])[CH:6]=1)[CH2:3][OH:4].[NH3:34]. The product is [NH2:34][C:29](=[O:31])[C@@H:28]([NH:27][C:25]([C:7]1[CH:6]=[C:5]([C@H:2]([OH:1])[CH2:3][OH:4])[N:10]=[C:9]([C:11]2[CH:16]=[CH:15][C:14]([O:17][C:18]3[CH:19]=[CH:20][C:21]([F:24])=[CH:22][CH:23]=3)=[CH:13][CH:12]=2)[N:8]=1)=[O:26])[CH3:33].